Task: Regression. Given two drug SMILES strings and cell line genomic features, predict the synergy score measuring deviation from expected non-interaction effect.. Dataset: Merck oncology drug combination screen with 23,052 pairs across 39 cell lines (1) Drug 1: O=S1(=O)NC2(CN1CC(F)(F)F)C1CCC2Cc2cc(C=CCN3CCC(C(F)(F)F)CC3)ccc2C1. Drug 2: O=c1[nH]cc(F)c(=O)[nH]1. Cell line: COLO320DM. Synergy scores: synergy=12.2. (2) Drug 1: Cc1nc(Nc2ncc(C(=O)Nc3c(C)cccc3Cl)s2)cc(N2CCN(CCO)CC2)n1. Drug 2: COC1CC2CCC(C)C(O)(O2)C(=O)C(=O)N2CCCCC2C(=O)OC(C(C)CC2CCC(OP(C)(C)=O)C(OC)C2)CC(=O)C(C)C=C(C)C(O)C(OC)C(=O)C(C)CC(C)C=CC=CC=C1C. Cell line: SW620. Synergy scores: synergy=45.6. (3) Drug 1: O=P1(N(CCCl)CCCl)NCCCO1. Drug 2: CS(=O)(=O)CCNCc1ccc(-c2ccc3ncnc(Nc4ccc(OCc5cccc(F)c5)c(Cl)c4)c3c2)o1. Cell line: OCUBM. Synergy scores: synergy=-0.210. (4) Drug 1: N#Cc1ccc(Cn2cncc2CN2CCN(c3cccc(Cl)c3)C(=O)C2)cc1. Drug 2: CNC(=O)c1cc(Oc2ccc(NC(=O)Nc3ccc(Cl)c(C(F)(F)F)c3)cc2)ccn1. Cell line: KPL1. Synergy scores: synergy=3.89. (5) Drug 1: C=CCn1c(=O)c2cnc(Nc3ccc(N4CCN(C)CC4)cc3)nc2n1-c1cccc(C(C)(C)O)n1. Drug 2: NC1(c2ccc(-c3nc4ccn5c(=O)[nH]nc5c4cc3-c3ccccc3)cc2)CCC1. Cell line: ZR751. Synergy scores: synergy=3.42. (6) Drug 1: N#Cc1ccc(Cn2cncc2CN2CCN(c3cccc(Cl)c3)C(=O)C2)cc1. Drug 2: CCc1cnn2c(NCc3ccc[n+]([O-])c3)cc(N3CCCCC3CCO)nc12. Cell line: LOVO. Synergy scores: synergy=5.40.